This data is from Catalyst prediction with 721,799 reactions and 888 catalyst types from USPTO. The task is: Predict which catalyst facilitates the given reaction. (1) Reactant: [CH3:1][C:2]1[CH:7]=[CH:6][C:5]([S:8]([OH:10])=[O:9])=[CH:4][CH:3]=1.[CH2:11]([O:18][C:19]1[CH:26]=[CH:25][C:22]([CH:23]=O)=[CH:21][CH:20]=1)[C:12]1[CH:17]=[CH:16][CH:15]=[CH:14][CH:13]=1.[CH:27]([NH2:29])=[O:28]. Product: [CH2:11]([O:18][C:19]1[CH:26]=[CH:25][C:22]([CH:23]([S:8]([C:5]2[CH:6]=[CH:7][C:2]([CH3:1])=[CH:3][CH:4]=2)(=[O:10])=[O:9])[NH:29][CH:27]=[O:28])=[CH:21][CH:20]=1)[C:12]1[CH:17]=[CH:16][CH:15]=[CH:14][CH:13]=1. The catalyst class is: 5. (2) Product: [NH2:13][C:10]1[CH:9]=[CH:8][C:7]([CH:5]([CH3:6])[CH2:4][OH:3])=[CH:12][CH:11]=1. The catalyst class is: 7. Reactant: C([O:3][C:4](=O)[CH:5]([C:7]1[CH:12]=[CH:11][C:10]([NH2:13])=[CH:9][CH:8]=1)[CH3:6])C.[H-].[Al+3].[Li+].[H-].[H-].[H-]. (3) Reactant: [Br:1][C:2]1[CH:3]=[C:4]([CH2:8][C:9]([CH3:13])([CH3:12])[C:10]#[N:11])[CH:5]=[CH:6][CH:7]=1.B.C1COCC1. Product: [Br:1][C:2]1[CH:3]=[C:4]([CH2:8][C:9]([CH3:13])([CH3:12])[CH2:10][NH2:11])[CH:5]=[CH:6][CH:7]=1. The catalyst class is: 1. (4) Reactant: C(S)CCCCCCCCCCC.C[O:15][C:16]1[CH:21]=[CH:20][C:19]([CH:22]2[CH2:27][CH2:26][O:25][CH2:24][CH2:23]2)=[CH:18][CH:17]=1.[Cl-].[Al+3].[Cl-].[Cl-].Cl. Product: [O:25]1[CH2:26][CH2:27][CH:22]([C:19]2[CH:18]=[CH:17][C:16]([OH:15])=[CH:21][CH:20]=2)[CH2:23][CH2:24]1. The catalyst class is: 11. (5) The catalyst class is: 22. Reactant: [CH3:1][N:2]1[C:6]([NH:7][C:8]([C:21]2[CH:26]=[CH:25][CH:24]=[CH:23][CH:22]=2)([C:15]2[CH:20]=[CH:19][CH:18]=[CH:17][CH:16]=2)[C:9]2[CH:14]=[CH:13][CH:12]=[CH:11][CH:10]=2)=[C:5]([NH:27][C:28](=O)[O:29]C2C=CC=CC=2)[CH:4]=[N:3]1.[C:37]([NH:56][CH2:57][CH2:58][NH:59][CH2:60][CH2:61][NH:62][C:63](=[O:69])[O:64][C:65]([CH3:68])([CH3:67])[CH3:66])([C:50]1[CH:55]=[CH:54][CH:53]=[CH:52][CH:51]=1)([C:44]1[CH:49]=[CH:48][CH:47]=[CH:46][CH:45]=1)[C:38]1[CH:43]=[CH:42][CH:41]=[CH:40][CH:39]=1.C(N(C(C)C)C(C)C)C.C(OCC)(=O)C. Product: [CH3:1][N:2]1[C:6]([NH:7][C:8]([C:15]2[CH:16]=[CH:17][CH:18]=[CH:19][CH:20]=2)([C:21]2[CH:26]=[CH:25][CH:24]=[CH:23][CH:22]=2)[C:9]2[CH:10]=[CH:11][CH:12]=[CH:13][CH:14]=2)=[C:5]([NH:27][C:28]([N:59]([CH2:60][CH2:61][NH:62][C:63](=[O:69])[O:64][C:65]([CH3:66])([CH3:68])[CH3:67])[CH2:58][CH2:57][NH:56][C:37]([C:44]2[CH:49]=[CH:48][CH:47]=[CH:46][CH:45]=2)([C:50]2[CH:51]=[CH:52][CH:53]=[CH:54][CH:55]=2)[C:38]2[CH:43]=[CH:42][CH:41]=[CH:40][CH:39]=2)=[O:29])[CH:4]=[N:3]1. (6) Reactant: [Br:1][C:2]1[C:11]2[C:6](=[CH:7][CH:8]=[CH:9][CH:10]=2)[C:5](I)=[CH:4][CH:3]=1.[Br:13][C:14]1[CH:19]=[CH:18][C:17](B(O)O)=[CH:16][CH:15]=1.C(=O)([O-])[O-].[Na+].[Na+]. Product: [Br:1][C:2]1[C:11]2[C:6](=[CH:7][CH:8]=[CH:9][CH:10]=2)[C:5]([C:17]2[CH:18]=[CH:19][C:14]([Br:13])=[CH:15][CH:16]=2)=[CH:4][CH:3]=1. The catalyst class is: 206. (7) Reactant: [CH2:1]([S:3][C:4]1[CH:9]=[CH:8][CH:7]=[CH:6][C:5]=1[C:10]1[N:22]([CH3:23])[C:13]2=[N:14][CH:15]=[C:16]([C:18]([F:21])([F:20])[F:19])[CH:17]=[C:12]2[N:11]=1)[CH3:2].I([O-])(=O)(=O)=[O:25].[Na+].CO. Product: [CH2:1]([S:3]([C:4]1[CH:9]=[CH:8][CH:7]=[CH:6][C:5]=1[C:10]1[N:22]([CH3:23])[C:13]2=[N:14][CH:15]=[C:16]([C:18]([F:21])([F:19])[F:20])[CH:17]=[C:12]2[N:11]=1)=[O:25])[CH3:2]. The catalyst class is: 90.